This data is from Catalyst prediction with 721,799 reactions and 888 catalyst types from USPTO. The task is: Predict which catalyst facilitates the given reaction. (1) Reactant: [Br:1][C:2]1[CH:7]=[CH:6][C:5]([C:8]2[S:12][C:11]([CH3:13])=[N:10][C:9]=2[C:14]2[CH:19]=[CH:18][C:17](SC)=[CH:16][CH:15]=2)=[CH:4][CH:3]=1.[CH:22]1C=C(Cl)C=C(C(OO)=O)C=1.[O-:33][S:34]([O-:36])=O.[Na+].[Na+]. Product: [Br:1][C:2]1[CH:3]=[CH:4][C:5]([C:8]2[S:12][C:11]([CH3:13])=[N:10][C:9]=2[C:14]2[CH:15]=[CH:16][C:17]([S:34]([CH3:22])(=[O:36])=[O:33])=[CH:18][CH:19]=2)=[CH:6][CH:7]=1. The catalyst class is: 2. (2) The catalyst class is: 4. Reactant: [NH2:1][C:2]1[S:6][C:5]([C:7]([O-:9])=[O:8])=[C:4]([CH3:10])[CH:3]=1.N1C=CC=[CH:13][CH:12]=1.Cl[C:18]([O:20][C:21]1[CH:26]=[CH:25][CH:24]=[CH:23][CH:22]=1)=[O:19]. Product: [CH3:10][C:4]1[CH:3]=[C:2]([NH:1][C:18]([O:20][C:21]2[CH:26]=[CH:25][CH:24]=[CH:23][CH:22]=2)=[O:19])[S:6][C:5]=1[C:7]([O:9][CH2:12][CH3:13])=[O:8]. (3) Reactant: [F:1][C:2]([F:49])([F:48])[C:3]1[CH:4]=[C:5]([C@H:13]([O:15][C@H:16]2[CH2:20][N:19](C(OC(C)(C)C)=O)[C@@H:18]([C:28]([NH:34]S(C(C)(C)C)=O)([CH3:33])[CH2:29][C:30]([OH:32])=[O:31])[C@@H:17]2[C:41]2[CH:46]=[CH:45][C:44]([F:47])=[CH:43][CH:42]=2)[CH3:14])[CH:6]=[C:7]([C:9]([F:12])([F:11])[F:10])[CH:8]=1.[ClH:50]. Product: [ClH:50].[ClH:50].[NH2:34][C:28]([C@H:18]1[C@H:17]([C:41]2[CH:46]=[CH:45][C:44]([F:47])=[CH:43][CH:42]=2)[C@@H:16]([O:15][C@@H:13]([C:5]2[CH:6]=[C:7]([C:9]([F:10])([F:11])[F:12])[CH:8]=[C:3]([C:2]([F:48])([F:49])[F:1])[CH:4]=2)[CH3:14])[CH2:20][NH:19]1)([CH3:33])[CH2:29][C:30]([OH:32])=[O:31]. The catalyst class is: 12. (4) Reactant: F[C:2]1[C:7]([I:8])=[CH:6][CH:5]=[CH:4][N:3]=1.[CH:9]1([NH2:14])[CH2:13][CH2:12][CH2:11][CH2:10]1.C(N(C(C)C)CC)(C)C. Product: [CH:9]1([NH:14][C:2]2[C:7]([I:8])=[CH:6][CH:5]=[CH:4][N:3]=2)[CH2:13][CH2:12][CH2:11][CH2:10]1. The catalyst class is: 23.